This data is from Full USPTO retrosynthesis dataset with 1.9M reactions from patents (1976-2016). The task is: Predict the reactants needed to synthesize the given product. Given the product [NH2:47][C:26]1[C:25]2[N:30]=[C:31]([CH2:42][O:43][CH2:44][CH3:45])[N:32]([CH2:33][C:34]([NH:37][S:38]([CH3:41])(=[O:40])=[O:39])([CH3:36])[CH3:35])[C:24]=2[C:23]2[CH:22]=[CH:21][C:20]([O:19][CH2:12][C:13]3[CH:14]=[CH:15][CH:16]=[CH:17][CH:18]=3)=[CH:29][C:28]=2[N:27]=1, predict the reactants needed to synthesize it. The reactants are: C1C=C(Cl)C=C(C(OO)=O)C=1.[CH2:12]([O:19][C:20]1[CH:21]=[CH:22][C:23]2[C:24]3[N:32]([CH2:33][C:34]([NH:37][S:38]([CH3:41])(=[O:40])=[O:39])([CH3:36])[CH3:35])[C:31]([CH2:42][O:43][CH2:44][CH3:45])=[N:30][C:25]=3[CH:26]=[N:27][C:28]=2[CH:29]=1)[C:13]1[CH:18]=[CH:17][CH:16]=[CH:15][CH:14]=1.[OH-].[NH4+:47].C1(C)C=CC(S(Cl)(=O)=O)=CC=1.